From a dataset of Experimentally validated miRNA-target interactions with 360,000+ pairs, plus equal number of negative samples. Binary Classification. Given a miRNA mature sequence and a target amino acid sequence, predict their likelihood of interaction. (1) The miRNA is hsa-miR-676-5p with sequence UCUUCAACCUCAGGACUUGCA. The protein sequence of the target gene is MRIISRQIVLLFSGFWGLAMGAFPSSVQIGGLFIRNTDQEYTAFRLAIFLHNTSPNASEAPFNLVPHVDNIETANSFAVTNAFCSQYSRGVFAIFGLYDKRSVHTLTSFCSALHISLITPSFPTEGESQFVLQLRPSLRGALLSLLDHYEWNCFVFLYDTDRGYSILQAIMEKAGQNGWHVSAICVENFNDVSYRQLLEELDRRQEKKFVIDCEIERLQNILEQIVSVGKHVKGYHYIIANLGFKDISLERFIHGGANVTGFQLVDFNTPMVIKLMDRWKKLDQREYPGSETPPKYTSAL.... Result: 0 (no interaction). (2) The miRNA is hsa-miR-338-5p with sequence AACAAUAUCCUGGUGCUGAGUG. The protein sequence of the target gene is MNMTQARVLVAAVVGLVAVLLYASIHKIEEGHLAVYYRGGALLTSPSGPGYHIMLPFITTFRSVQTTLQTDEVKNVPCGTSGGVMIYIDRIEVVNMLAPYAVFDIVRNYTADYDKTLIFNKIHHELNQFCSAHTLQEVYIELFDQIDENLKQALQKDLNLMAPGLTIQAVRVTKPKIPEAIRRNFELMEAEKTKLLIAAQKQKVVEKEAETERKKAVIEAEKIAQVAKIRFQQKVMEKETEKRISEIEDAAFLAREKAKADAEYYAAHKYATSNKHKLTPEYLELKKYQAIASNSKIYFG.... Result: 0 (no interaction). (3) The miRNA is mmu-miR-540-5p with sequence CAAGGGUCACCCUCUGACUCUGU. The protein sequence of the target gene is MTPSISWGLLLLAGLCCLVPSFLAEDVQETDTSQKDQSPASHEIATNLGDFAISLYRELVHQSNTSNIFFSPVSIATAFAMLSLGSKGDTHTQILEGLQFNLTQTSEADIHKSFQHLLQTLNRPDSELQLSTGNGLFVNNDLKLVEKFLEEAKNHYQAEVFSVNFAESEEAKKVINDFVEKGTQGKIAEAVKKLDQDTVFALANYILFKGKWKKPFDPENTEEAEFHVDESTTVKVPMMTLSGMLHVHHCSTLSSWVLLMDYAGNATAVFLLPDDGKMQHLEQTLSKELISKFLLNRRRR.... Result: 0 (no interaction). (4) The miRNA is hsa-miR-2053 with sequence GUGUUAAUUAAACCUCUAUUUAC. The protein sequence of the target gene is MAEVQVLVLDGRGHLLGRLAAIVAKQVLLGRKVVVVRCEGINISGNFYRNKLKYLAFLRKRMNTNPSRGPYHFRAPSRIFWRTVRGMLPHKTKRGQAALDRLKVFDGIPPPYDKKKRMVVPAALKVVRLKPTRKFAYLGRLAHEVGWKYQAVTATLEEKRKEKAKIHYRKKKQLMRLRKQAEKNVEKKIDKYTEVLKTHGLLV. Result: 0 (no interaction). (5) The miRNA is mmu-miR-139-3p with sequence UGGAGACGCGGCCCUGUUGGAG. The protein sequence of the target gene is MALRPEDPSSGFRHSNVVAFINEKMARHTKGPEFYLENISLSWEKVEDKLRAILEDSEVPSEVKEACTWGSLALGVRFAHRQAQLQRHRVRWLHGFAKLHKSAAQALASDLKKLREQQETERKEAASRLRMAQTSLVEVQKERDKELVSPHEWEQGAGWPGLATAGGVCTEGAAEEEEEAAVAAAGAAGGKGAEEEQRDVEVVAAPVEAMAPPVEAGAAPMETQFPHVEARAASMETTEKLERILLQLLGDADQEKYTYWGQKEGDLRSVETATSYFSGTTNPWSRASSEPLPVQLPASY.... Result: 0 (no interaction). (6) The miRNA is hsa-miR-4530 with sequence CCCAGCAGGACGGGAGCG. The protein sequence of the target gene is MSMEDPFFVVKGEVQKAVNTAQGLFQRWTELLQDPSTATREEIDWTTNELRNNLRSIEWDLEDLDETISIVEANPRKFNLDATELSIRKAFITSTRQVVRDMKDQMSTSSVQALAERKNRQALLGDSGSQNWSTGTTDKYGRLDRELQRANSHFIEEQQAQQQLIVEQQDEQLELVSGSIGVLKNMSQRIGGELEEQAVMLEDFSHELESTQSRLDNVMKKLAKVSHMTSDRRQWCAIAILFAVLLVVLILFLVL. Result: 1 (interaction). (7) The miRNA is hsa-miR-548aw with sequence GUGCAAAAGUCAUCACGGUU. The protein sequence of the target gene is MYDAERGWSLSFAGCGFLGFYHVGATRCLSEHAPHLLRDARMLFGASAGALHCVGVLSGIPLEQTLQVLSDLVRKARSRNIGIFHPSFNLSKFLRQGLCKCLPANVHQLISGKIGISLTRVSDGENVLVSDFRSKDEVVDALVCSCFIPFYSGLIPPSFRGVRYVDGGVSDNVPFIDAKTTITVSPFYGEYDICPKVKSTNFLHVDITKLSLRLCTGNLYLLSRAFVPPDLKVLGEICLRGYLDAFRFLEEKGICNRPQPGLKSSSEGMDPEVAMPSWANMSLDSSPESAALAVRLEGDE.... Result: 0 (no interaction). (8) The miRNA is hsa-miR-4519 with sequence CAGCAGUGCGCAGGGCUG. The protein sequence of the target gene is MVDELVLLLHALLMRHRALSIENSQLMEQLRLLVCERASLLRQVRPPSCPVPFPETFNGESSRLPEFIVQTASYMLVNENRFCNDAMKVAFLISLLTGEAEEWVVPYIEMDSPILGDYRAFLDEMKQCFGWDDDEDDDDEEEEDDY. Result: 1 (interaction). (9) The protein sequence of the target gene is MPCRREEEEEAGEEAEGEEEEEDSFLLLQQSVALGSSGEVDRLVAQIGETLQLDAAQHSPASPCGPPGAPLRAPGPLAAAVPADKARSPAVPLLLPPALAETVGPAPPGVLRCALGDRGRVRGRAAPYCVAELATGPSALSPLPPQADLDGPPGAGKQGIPQPLSGPCRRGWLRGAAASRRLQQRRGSQPETRTGDDDPHRLLQQLVLSGNLIKEAVRRLHSRRLQLRAKLPQRPLLGPLSAPVHEPPSPRSPRAACSDPGASGRAQLRTGDGVLVPGS. The miRNA is mmu-miR-6902-3p with sequence CCAUGUGAUGUGUGGGUUCAG. Result: 0 (no interaction). (10) The miRNA is hsa-miR-3677-3p with sequence CUCGUGGGCUCUGGCCACGGCC. The protein sequence of the target gene is METTISEIHVENKDEKRSAEGSPGAERQKEKASMLCFKRRKKAAKALKPKAGSEAADVARKCPQEAGASDQPEPTRGAWASLKRLVTRRKRSESSKQQKPLEGEMQPAINAEDADLSKKKAKSRLKIPCIKFPRGPKRSNHSKIIEDSDCSIKVQEEAEILDIQTQTPLNDQATKAKSTQDLSEGISRKDGDEVCESNVSNSTTSGEKVISVELGLDNGHSAIQTGTLILEEIETIKEKQDVQPQQASPLETSETDHQQPVLSDVPPLPAIPDQQIVEEASNSTLESAPNGKDYESTEIV.... Result: 0 (no interaction).